This data is from Full USPTO retrosynthesis dataset with 1.9M reactions from patents (1976-2016). The task is: Predict the reactants needed to synthesize the given product. (1) The reactants are: N([O-])=O.[Na+].N[C:6]1[CH:13]=[C:12]([CH3:14])[C:9]([CH:10]=[O:11])=[C:8]([CH3:15])[CH:7]=1.[H+].[B-](F)(F)(F)F.[C:22]([O:26][C:27]([CH3:30])([CH3:29])[CH3:28])(=[O:25])[CH:23]=[CH2:24]. Given the product [C:27]([O:26][C:22](=[O:25])[CH:23]=[CH:24][C:6]1[CH:13]=[C:12]([CH3:14])[C:9]([CH:10]=[O:11])=[C:8]([CH3:15])[CH:7]=1)([CH3:30])([CH3:29])[CH3:28], predict the reactants needed to synthesize it. (2) Given the product [CH:1]1([C@@H:4]2[O:12][CH2:13][C:14]3=[N:15][O:16][C@@H:7]([C:8]([O:10][CH3:11])=[O:9])[C@@H:6]3[CH2:5]2)[CH2:2][CH2:3]1, predict the reactants needed to synthesize it. The reactants are: [CH:1]1([CH:4]([O:12][CH2:13][CH:14]=[N:15][OH:16])[CH2:5]/[CH:6]=[CH:7]/[C:8]([O:10][CH3:11])=[O:9])[CH2:3][CH2:2]1.C1([C@@H]2OCC3=NOC[C@@H]3C2)CC1. (3) Given the product [NH2:1][C:4]1[CH:9]=[CH:8][C:7]([CH2:10][CH2:11][C:12]2[C:16]3[C:17](=[O:31])[N:18]([C:25]4[CH:26]=[CH:27][CH:28]=[CH:29][CH:30]=4)[C:19]4[N:20]=[CH:21][CH:22]=[CH:23][C:24]=4[C:15]=3[NH:14][N:13]=2)=[CH:6][CH:5]=1, predict the reactants needed to synthesize it. The reactants are: [N+:1]([C:4]1[CH:9]=[CH:8][C:7]([CH2:10][CH2:11][C:12]2[C:16]3[C:17](=[O:31])[N:18]([C:25]4[CH:30]=[CH:29][CH:28]=[CH:27][CH:26]=4)[C:19]4[N:20]=[CH:21][CH:22]=[CH:23][C:24]=4[C:15]=3[NH:14][N:13]=2)=[CH:6][CH:5]=1)([O-])=O.